From a dataset of PAMPA (Parallel Artificial Membrane Permeability Assay) permeability data from NCATS. Regression/Classification. Given a drug SMILES string, predict its absorption, distribution, metabolism, or excretion properties. Task type varies by dataset: regression for continuous measurements (e.g., permeability, clearance, half-life) or binary classification for categorical outcomes (e.g., BBB penetration, CYP inhibition). Dataset: pampa_ncats. (1) The molecule is C1=CC=NC(=C1)SC2=CC=C(O2)/C=N/NC(=O)C3=CC=NC=C3. The result is 1 (high permeability). (2) The molecule is CC1=NOC(=N1)[C@@H]2CN(C[C@H]2COC)C(=O)C3=NN(C4=CC=CC=C43)C. The result is 1 (high permeability).